Predict the reactants needed to synthesize the given product. From a dataset of Full USPTO retrosynthesis dataset with 1.9M reactions from patents (1976-2016). (1) Given the product [CH3:3][C:2]1[N:7]([C:8]2[CH:13]=[CH:12][CH:11]=[C:10]([C:14]([F:15])([F:16])[F:17])[CH:9]=2)[C:5](=[O:6])[NH:4][CH:1]=1, predict the reactants needed to synthesize it. The reactants are: [CH2:1]([NH:4][C:5]([NH:7][C:8]1[CH:13]=[CH:12][CH:11]=[C:10]([C:14]([F:17])([F:16])[F:15])[CH:9]=1)=[O:6])[C:2]#[CH:3].[H-].[Na+].Cl. (2) The reactants are: [F:1][C:2]1[CH:7]=[C:6]([F:8])[CH:5]=[CH:4][C:3]=1[CH2:9][CH2:10][N:11]1[CH2:16][CH2:15][CH:14]([S:17]([C:20]2[CH:25]=[CH:24][C:23]([CH2:26]O)=[CH:22][CH:21]=2)(=[O:19])=[O:18])[CH2:13][CH2:12]1.CCN(CC)CC.CS(Cl)(=O)=O.[Na+].[I-].C([O-])([O-])=O.[Cs+].[Cs+].[NH:48]1[CH:52]=[N:51][N:50]=[N:49]1. Given the product [F:1][C:2]1[CH:7]=[C:6]([F:8])[CH:5]=[CH:4][C:3]=1[CH2:9][CH2:10][N:11]1[CH2:16][CH2:15][CH:14]([S:17]([C:20]2[CH:25]=[CH:24][C:23]([CH2:26][N:48]3[CH:52]=[N:51][N:50]=[N:49]3)=[CH:22][CH:21]=2)(=[O:19])=[O:18])[CH2:13][CH2:12]1, predict the reactants needed to synthesize it. (3) Given the product [CH:50]1([NH:53][C:26]([C:24]2[CH:23]=[CH:22][C:20]3[CH:21]=[C:17]([C:15]([NH:14][CH:3]([C:4]4[CH:9]=[CH:8][CH:7]=[C:6]([C:10]([F:12])([F:11])[F:13])[CH:5]=4)[C:2]([F:30])([F:1])[F:29])=[O:16])[O:18][C:19]=3[CH:25]=2)=[O:27])[CH2:52][CH2:51]1, predict the reactants needed to synthesize it. The reactants are: [F:1][C:2]([F:30])([F:29])[CH:3]([NH:14][C:15]([C:17]1[O:18][C:19]2[CH:25]=[C:24]([C:26](O)=[O:27])[CH:23]=[CH:22][C:20]=2[CH:21]=1)=[O:16])[C:4]1[CH:9]=[CH:8][CH:7]=[C:6]([C:10]([F:13])([F:12])[F:11])[CH:5]=1.O.[Cl-].COC1N=C(OC)N=C([N+]2(C)CCOCC2)N=1.[CH:50]1([NH2:53])[CH2:52][CH2:51]1.Cl. (4) Given the product [ClH:23].[C:9]12([C:1]([C:2]3[CH:3]=[CH:4][CH:5]=[CH:6][CH:7]=3)=[O:8])[NH:15][CH:12]([CH2:13][CH2:14]1)[CH2:11][CH2:10]2, predict the reactants needed to synthesize it. The reactants are: [C:1]([C:9]12[N:15](C(OC(C)(C)C)=O)[CH:12]([CH2:13][CH2:14]1)[CH2:11][CH2:10]2)(=[O:8])[C:2]1[CH:7]=[CH:6][CH:5]=[CH:4][CH:3]=1.[ClH:23]. (5) The reactants are: [OH:1][C:2]1[CH:3]=[N:4][C:5]([CH3:8])=[CH:6][CH:7]=1.C(=O)([O-])[O-].[K+].[K+].Cl[C:16]1[CH:21]=[CH:20][N:19]=[CH:18][C:17]=1[N+:22]([O-:24])=[O:23].O. Given the product [CH3:8][C:5]1[N:4]=[CH:3][C:2]([O:1][C:16]2[CH:21]=[CH:20][N:19]=[CH:18][C:17]=2[N+:22]([O-:24])=[O:23])=[CH:7][CH:6]=1, predict the reactants needed to synthesize it. (6) Given the product [NH2:1][CH:2]1[CH:3]2[CH2:11][CH:7]3[CH2:6][C:5]([OH:13])([CH2:10][CH:9]1[CH2:8]3)[CH2:4]2, predict the reactants needed to synthesize it. The reactants are: [NH2:1][CH:2]1[CH:9]2[CH2:10][CH:5]3[CH2:6][CH:7]([CH2:11][CH:3]1[CH2:4]3)[CH2:8]2.[N+]([O-])(O)=[O:13]. (7) Given the product [CH:12]1([CH2:11][CH2:10][CH2:9][C@@H:8]([C:18]2[O:22][N:21]=[C:20]([C:23]([N:40]3[CH2:41][CH:38]([N:37]([CH3:42])[CH3:36])[CH2:39]3)=[O:25])[N:19]=2)[CH2:7][C:6]([O:5][C:1]([CH3:3])([CH3:2])[CH3:4])=[O:28])[CH2:17][CH2:16][CH2:15][CH2:14][CH2:13]1, predict the reactants needed to synthesize it. The reactants are: [C:1]([O:5][C:6](=[O:28])[CH2:7][C@H:8]([C:18]1[O:22][N:21]=[C:20]([C:23]([O:25]CC)=O)[N:19]=1)[CH2:9][CH2:10][CH2:11][CH:12]1[CH2:17][CH2:16][CH2:15][CH2:14][CH2:13]1)([CH3:4])([CH3:3])[CH3:2].C(N(CC)CC)C.[CH3:36][N:37]([CH3:42])[CH:38]1[CH2:41][NH:40][CH2:39]1. (8) Given the product [Cl:11][C:12]1[C:13]([CH:21]([C:31]2[C:36]([F:37])=[CH:35][CH:34]=[C:33]([F:38])[C:32]=2[F:39])[S:22]([CH2:25][CH2:26][C:27]([F:30])([F:29])[F:28])(=[O:24])=[O:23])=[CH:14][C:15]([C:18]([NH:20][CH2:5][OH:6])=[O:19])=[N:16][CH:17]=1, predict the reactants needed to synthesize it. The reactants are: C=O.[OH-].[Na+].[CH3:5][O:6]CCOC.[Cl:11][C:12]1[C:13]([CH:21]([C:31]2[C:36]([F:37])=[CH:35][CH:34]=[C:33]([F:38])[C:32]=2[F:39])[S:22]([CH2:25][CH2:26][C:27]([F:30])([F:29])[F:28])(=[O:24])=[O:23])=[CH:14][C:15]([C:18]([NH2:20])=[O:19])=[N:16][CH:17]=1. (9) Given the product [Cl:1][C:2]1[CH:3]=[C:4]([O:13][C:29]2[C:28]([F:32])=[CH:27][C:22]([C:23]([O:25][CH3:26])=[O:24])=[C:21]([F:20])[CH:30]=2)[CH:5]=[N:6][C:7]=1[O:8][CH2:9][CH:10]([CH3:11])[CH3:12], predict the reactants needed to synthesize it. The reactants are: [Cl:1][C:2]1[CH:3]=[C:4]([OH:13])[CH:5]=[N:6][C:7]=1[O:8][CH2:9][CH:10]([CH3:12])[CH3:11].C(=O)([O-])[O-].[K+].[K+].[F:20][C:21]1[CH:30]=[C:29](F)[C:28]([F:32])=[CH:27][C:22]=1[C:23]([O:25][CH3:26])=[O:24].